This data is from Reaction yield outcomes from USPTO patents with 853,638 reactions. The task is: Predict the reaction yield, written as a fraction of the theoretical maximum amount of product (1.0 means a 100% yield; for example, 0.34 means a 34% yield). (1) The reactants are C[O:2][C:3]1[C:12]2[C:7](=[CH:8][CH:9]=[CH:10][CH:11]=2)[N:6]=[CH:5][CH:4]=1.C[Mg]Cl.Cl[C:17]([O:19][CH2:20][C:21]1[CH:26]=[CH:25][CH:24]=[CH:23][CH:22]=1)=[O:18].[CH3:27]O. The catalyst is O1CCCC1. The product is [CH2:20]([O:19][C:17]([N:6]1[C:7]2[C:12](=[CH:11][CH:10]=[CH:9][CH:8]=2)[C:3](=[O:2])[CH2:4][CH:5]1[CH3:27])=[O:18])[C:21]1[CH:26]=[CH:25][CH:24]=[CH:23][CH:22]=1. The yield is 0.980. (2) The reactants are [CH3:1][C:2]1[C:3]([C:8]([OH:10])=O)=[N:4][CH:5]=[CH:6][CH:7]=1.C(Cl)(=O)C(Cl)=O.[NH2:17][C:18]1[CH:19]=[C:20]([CH:29]=[CH:30][CH:31]=1)[O:21][C:22]1[CH:23]=[CH:24][C:25]([NH2:28])=[N:26][CH:27]=1. The catalyst is O1CCCC1.CN(C)C=O.CN(C)C(=O)C.C(=O)([O-])O.[Na+]. The product is [NH2:28][C:25]1[N:26]=[CH:27][C:22]([O:21][C:20]2[CH:19]=[C:18]([NH:17][C:8]([C:3]3[C:2]([CH3:1])=[CH:7][CH:6]=[CH:5][N:4]=3)=[O:10])[CH:31]=[CH:30][CH:29]=2)=[CH:23][CH:24]=1. The yield is 0.570. (3) The reactants are [CH2:1]([O:8][CH2:9][C:10](=[O:12])[CH3:11])[C:2]1[CH:7]=[CH:6][CH:5]=[CH:4][CH:3]=1.[CH2:13](O)[CH2:14][OH:15].C(OCC)(OCC)OCC. The catalyst is O.C1(C)C=CC(S(O)(=O)=O)=CC=1.C(=O)([O-])O.[Na+]. The product is [CH2:1]([O:8][CH2:9][C:10]1([CH3:11])[O:15][CH2:14][CH2:13][O:12]1)[C:2]1[CH:7]=[CH:6][CH:5]=[CH:4][CH:3]=1. The yield is 0.905. (4) The reactants are [F:1][C:2]1[CH:3]=[C:4]([N+:9]([O-:11])=[O:10])[CH:5]=[CH:6][C:7]=1F.[CH3:12][C:13]1[N:17]=[CH:16][NH:15][N:14]=1.O.O.O.P([O-])([O-])(O)=O.[K+].[K+]. The product is [F:1][C:2]1[CH:3]=[C:4]([N+:9]([O-:11])=[O:10])[CH:5]=[CH:6][C:7]=1[N:14]1[C:13]([CH3:12])=[N:17][CH:16]=[N:15]1. The catalyst is CS(C)=O. The yield is 0.220. (5) The reactants are [CH3:1][C:2]1[CH:3]=[C:4]([O:9][CH3:10])[CH:5]=[C:6]([CH3:8])[CH:7]=1.[Br:11]N1C(=O)CCC1=O.N(C(C)(C)C#N)=NC(C)(C)C#N. The catalyst is C(Cl)(Cl)(Cl)Cl. The product is [Br:11][CH2:1][C:2]1[CH:7]=[C:6]([CH3:8])[CH:5]=[C:4]([O:9][CH3:10])[CH:3]=1. The yield is 0.680. (6) The reactants are [F:1][C:2]1[CH:26]=[CH:25][CH:24]=[C:23]([F:27])[C:3]=1[C:4]([NH:6][C:7]1[C:8]([C:12]2[NH:16][C:15]3[CH:17]=[CH:18][C:19]([CH:21]=O)=[CH:20][C:14]=3[N:13]=2)=[N:9][NH:10][CH:11]=1)=[O:5].[NH:28]1[CH2:33][CH2:32][O:31][CH2:30][CH2:29]1.CO. The catalyst is C1COCC1.CCOC(C)=O. The product is [F:27][C:23]1[CH:24]=[CH:25][CH:26]=[C:2]([F:1])[C:3]=1[C:4]([NH:6][C:7]1[C:8]([C:12]2[NH:16][C:15]3[CH:17]=[CH:18][C:19]([CH2:21][N:28]4[CH2:33][CH2:32][O:31][CH2:30][CH2:29]4)=[CH:20][C:14]=3[N:13]=2)=[N:9][NH:10][CH:11]=1)=[O:5]. The yield is 0.100.